This data is from Catalyst prediction with 721,799 reactions and 888 catalyst types from USPTO. The task is: Predict which catalyst facilitates the given reaction. (1) Reactant: [CH3:1][NH:2][NH2:3].Br[C:5]1([C:9]([O:11][CH2:12][CH3:13])=[O:10])[CH2:8][CH2:7][CH2:6]1.C(N(CC)C(C)C)(C)C.[F:23][C:24]1[C:31]([F:32])=[CH:30][CH:29]=[CH:28][C:25]=1[CH:26]=O. Product: [F:23][C:24]1[C:31]([F:32])=[CH:30][CH:29]=[CH:28][C:25]=1[CH:26]=[N:3][N:2]([C:5]1([C:9]([O:11][CH2:12][CH3:13])=[O:10])[CH2:8][CH2:7][CH2:6]1)[CH3:1]. The catalyst class is: 5. (2) Reactant: [H-].[Na+].[CH2:3]([O:10][CH2:11][C@H:12]([OH:21])[CH2:13][NH:14][C:15](=[O:20])[C@@H:16](Cl)[CH2:17][CH3:18])[C:4]1[CH:9]=[CH:8][CH:7]=[CH:6][CH:5]=1. Product: [CH2:3]([O:10][CH2:11][C@H:12]1[CH2:13][NH:14][C:15](=[O:20])[C@@H:16]([CH2:17][CH3:18])[O:21]1)[C:4]1[CH:9]=[CH:8][CH:7]=[CH:6][CH:5]=1. The catalyst class is: 1. (3) Reactant: [CH3:1][C:2]1[N:7]=[N:6][C:5]([C:8]([O:10][CH3:11])=[O:9])=[CH:4][CH:3]=1.[Br:12]N1C(=O)CCC1=O.N(C(C)(C)C#N)=NC(C)(C)C#N. Product: [Br:12][CH2:1][C:2]1[N:7]=[N:6][C:5]([C:8]([O:10][CH3:11])=[O:9])=[CH:4][CH:3]=1. The catalyst class is: 35.